From a dataset of Reaction yield outcomes from USPTO patents with 853,638 reactions. Predict the reaction yield, written as a fraction of the theoretical maximum amount of product (1.0 means a 100% yield; for example, 0.34 means a 34% yield). (1) The reactants are Br[CH2:2][CH2:3][CH2:4][CH2:5][CH2:6][CH2:7][CH2:8][CH2:9][CH:10]=[CH:11][CH2:12][CH:13]=[CH:14][CH2:15][CH2:16][CH2:17][CH2:18][CH3:19].[C:20]([CH2:22][CH2:23][CH2:24][CH2:25][CH2:26][CH2:27][CH2:28][CH2:29][CH:30]=[CH:31][CH2:32][CH:33]=[CH:34][CH2:35][CH2:36][CH2:37][CH2:38][CH3:39])#N.CC[O:42]CC. The catalyst is II. The product is [CH3:19][CH2:18][CH2:17][CH2:16][CH2:15][CH:14]=[CH:13][CH2:12][CH:11]=[CH:10][CH2:9][CH2:8][CH2:7][CH2:6][CH2:5][CH2:4][CH2:3][CH2:2][C:20](=[O:42])[CH2:22][CH2:23][CH2:24][CH2:25][CH2:26][CH2:27][CH2:28][CH2:29][CH:30]=[CH:31][CH2:32][CH:33]=[CH:34][CH2:35][CH2:36][CH2:37][CH2:38][CH3:39]. The yield is 0.740. (2) The yield is 0.800. The product is [CH3:1][C:2]1[C:19]([C:20]([F:23])([F:21])[F:22])=[CH:18][C:5]2[NH:6][CH2:7][CH2:8][CH2:9][C:10](=[O:11])[C:4]=2[CH:3]=1. The reactants are [CH3:1][C:2]1[C:19]([C:20]([F:23])([F:22])[F:21])=[CH:18][C:5]2[N:6](C(OC(C)C)=O)[CH2:7][CH2:8][CH2:9][C:10](=[O:11])[C:4]=2[CH:3]=1.[Cl-].[Na+]. The catalyst is O.CS(C)=O. (3) The reactants are Br[C:2]1[CH:15]=[C:14]([N+:16]([O-:18])=[O:17])[CH:13]=[CH:12][C:3]=1[CH2:4][N:5]1[CH2:10][CH2:9][N:8]([CH3:11])[CH2:7][CH2:6]1.[CH:19]1(B(O)O)[CH2:21][CH2:20]1.[O-]P([O-])([O-])=O.[K+].[K+].[K+].C1(P(C2CCCCC2)C2CCCCC2)CCCCC1. The catalyst is C1(C)C=CC=CC=1.O.C([O-])(=O)C.[Pd+2].C([O-])(=O)C. The product is [CH:19]1([C:2]2[CH:15]=[C:14]([N+:16]([O-:18])=[O:17])[CH:13]=[CH:12][C:3]=2[CH2:4][N:5]2[CH2:10][CH2:9][N:8]([CH3:11])[CH2:7][CH2:6]2)[CH2:21][CH2:20]1. The yield is 0.760.